The task is: Predict the product of the given reaction.. This data is from Forward reaction prediction with 1.9M reactions from USPTO patents (1976-2016). (1) Given the reactants [C:1]([O:5][C:6]([N:8]1[CH2:13][CH2:12][CH2:11][CH:10]([C:14](=[NH:17])[NH:15][OH:16])[CH2:9]1)=[O:7])([CH3:4])([CH3:3])[CH3:2].[N:18]1[CH:23]=[CH:22][CH:21]=[CH:20][C:19]=1[C:24](O)=O, predict the reaction product. The product is: [C:1]([O:5][C:6]([N:8]1[CH2:13][CH2:12][CH2:11][CH:10]([C:14]2[N:17]=[C:24]([C:19]3[CH:20]=[CH:21][CH:22]=[CH:23][N:18]=3)[O:16][N:15]=2)[CH2:9]1)=[O:7])([CH3:4])([CH3:2])[CH3:3]. (2) Given the reactants [O:1]1[CH2:6][CH:5]=[CH:4][CH2:3][C:2]1([C:12]([O:14][CH2:15][CH3:16])=[O:13])[C:7]([O:9][CH2:10][CH3:11])=[O:8], predict the reaction product. The product is: [O:1]1[CH2:6][CH2:5][CH2:4][CH2:3][C:2]1([C:12]([O:14][CH2:15][CH3:16])=[O:13])[C:7]([O:9][CH2:10][CH3:11])=[O:8]. (3) Given the reactants [Br:1][C:2]1[CH:11]=[CH:10][C:9]([C:12]([F:15])([F:14])[F:13])=[CH:8][C:3]=1[CH2:4][NH:5][CH2:6][CH3:7].[C:16](Cl)(=[O:23])[C:17]1[CH:22]=[CH:21][CH:20]=[CH:19][CH:18]=1, predict the reaction product. The product is: [Br:1][C:2]1[CH:11]=[CH:10][C:9]([C:12]([F:13])([F:14])[F:15])=[CH:8][C:3]=1[CH2:4][N:5]([CH2:6][CH3:7])[C:16](=[O:23])[C:17]1[CH:22]=[CH:21][CH:20]=[CH:19][CH:18]=1. (4) Given the reactants [Cl:1][C:2]1[C:10]2[CH:9]=[C:8]([O:11][CH2:12][C:13]3[CH:18]=[CH:17][C:16]([O:19][CH:20]([CH3:22])[CH3:21])=[C:15]([C:23]([F:26])([F:25])[F:24])[CH:14]=3)[CH:7]=[CH:6][C:5]=2[N:4]2[CH2:27][CH2:28][C@H:29]([CH2:30][C:31]([O:33]CC)=[O:32])[C:3]=12.[OH-].[Na+], predict the reaction product. The product is: [Cl:1][C:2]1[C:10]2[CH:9]=[C:8]([O:11][CH2:12][C:13]3[CH:18]=[CH:17][C:16]([O:19][CH:20]([CH3:22])[CH3:21])=[C:15]([C:23]([F:24])([F:25])[F:26])[CH:14]=3)[CH:7]=[CH:6][C:5]=2[N:4]2[CH2:27][CH2:28][C@H:29]([CH2:30][C:31]([OH:33])=[O:32])[C:3]=12. (5) Given the reactants [Cl-].[Al+3].[Cl-].[Cl-].[H-].[Al+3].[Li+].[H-].[H-].[H-].[CH:11]([C:14]1[CH:19]=[CH:18][C:17]([CH:20]2[C:24]3[C:25]([CH3:43])=[C:26]([NH:31][C:32](=O)[CH2:33][C:34]4[CH:39]=[CH:38][C:37]([O:40][CH3:41])=[CH:36][CH:35]=4)[C:27]([CH3:30])=[C:28]([CH3:29])[C:23]=3[O:22][C:21]2([CH3:45])[CH3:44])=[CH:16][CH:15]=1)([CH3:13])[CH3:12].[OH-].[Na+], predict the reaction product. The product is: [CH:11]([C:14]1[CH:15]=[CH:16][C:17]([CH:20]2[C:24]3[C:25]([CH3:43])=[C:26]([NH:31][CH2:32][CH2:33][C:34]4[CH:35]=[CH:36][C:37]([O:40][CH3:41])=[CH:38][CH:39]=4)[C:27]([CH3:30])=[C:28]([CH3:29])[C:23]=3[O:22][C:21]2([CH3:45])[CH3:44])=[CH:18][CH:19]=1)([CH3:13])[CH3:12]. (6) Given the reactants [N:1]1([C:7]([O:9][C:10]([CH3:13])([CH3:12])[CH3:11])=[O:8])[CH2:6][CH2:5][NH:4][CH2:3][CH2:2]1.Cl[C:15]1[CH:20]=[N:19][CH:18]=[CH:17][N:16]=1.C([O-])([O-])=O.[Cs+].[Cs+], predict the reaction product. The product is: [N:16]1[CH:17]=[CH:18][N:19]=[CH:20][C:15]=1[N:4]1[CH2:5][CH2:6][N:1]([C:7]([O:9][C:10]([CH3:13])([CH3:12])[CH3:11])=[O:8])[CH2:2][CH2:3]1.